From a dataset of Forward reaction prediction with 1.9M reactions from USPTO patents (1976-2016). Predict the product of the given reaction. Given the reactants [C:1]([C:5]1[CH:14]=[CH:13][C:8]([C:9]([O:11]C)=[O:10])=[C:7]([O:15][C:16]2[CH:21]=[CH:20][CH:19]=[C:18]([C:22]([F:25])([F:24])[F:23])[N:17]=2)[CH:6]=1)([CH3:4])([CH3:3])[CH3:2].O.[OH-].[Li+].Cl, predict the reaction product. The product is: [C:1]([C:5]1[CH:14]=[CH:13][C:8]([C:9]([OH:11])=[O:10])=[C:7]([O:15][C:16]2[CH:21]=[CH:20][CH:19]=[C:18]([C:22]([F:25])([F:23])[F:24])[N:17]=2)[CH:6]=1)([CH3:4])([CH3:2])[CH3:3].